Dataset: Full USPTO retrosynthesis dataset with 1.9M reactions from patents (1976-2016). Task: Predict the reactants needed to synthesize the given product. (1) Given the product [CH:22]([N:18]1[C:17]([C:11]2[S:12][C:13]3[CH2:14][CH2:15][O:16][C:7]4[CH:6]=[C:5]([CH:3]5[CH2:4][N:1]([S:39]([CH:36]([CH3:38])[CH3:37])(=[O:41])=[O:40])[CH2:2]5)[CH:26]=[CH:25][C:8]=4[C:9]=3[N:10]=2)=[N:21][CH:20]=[N:19]1)([CH3:24])[CH3:23], predict the reactants needed to synthesize it. The reactants are: [NH:1]1[CH2:4][CH:3]([C:5]2[CH:26]=[CH:25][C:8]3[C:9]4[N:10]=[C:11]([C:17]5[N:18]([CH:22]([CH3:24])[CH3:23])[N:19]=[CH:20][N:21]=5)[S:12][C:13]=4[CH2:14][CH2:15][O:16][C:7]=3[CH:6]=2)[CH2:2]1.C(N(C(C)C)CC)(C)C.[CH:36]([S:39](Cl)(=[O:41])=[O:40])([CH3:38])[CH3:37]. (2) Given the product [C:20]([NH:2][C@@H:3]([CH2:7][S:8][C:9]([CH3:17])([C:11]1[CH:12]=[CH:13][CH:14]=[CH:15][CH:16]=1)[CH3:10])[C:4]([OH:6])=[O:5])(=[O:22])[CH3:21], predict the reactants needed to synthesize it. The reactants are: Cl.[NH2:2][C@@H:3]([CH2:7][S:8][C:9]([CH3:17])([C:11]1[CH:16]=[CH:15][CH:14]=[CH:13][CH:12]=1)[CH3:10])[C:4]([OH:6])=[O:5].[OH-].[Na+].[C:20](OC(=O)C)(=[O:22])[CH3:21].Cl. (3) Given the product [F:59][C:58]([F:61])([F:60])[C:56]([O-:62])=[O:57].[NH2:47][C:8]([NH:9][CH2:10][CH2:11][O:12][C:13]1[CH:18]=[C:17]([F:19])[C:16]([CH2:20][S:21][C:22]2[N:23]([C:39]3[CH:44]=[CH:43][C:42]([F:45])=[CH:41][CH:40]=3)[C:24]([C:27]([C:30]3[CH:35]=[CH:34][C:33]([Cl:36])=[C:32]([O:37][CH3:38])[CH:31]=3)([CH3:29])[CH3:28])=[CH:25][N:26]=2)=[C:15]([F:46])[CH:14]=1)=[NH2+:7], predict the reactants needed to synthesize it. The reactants are: C(OC(=O)[N:7]=[C:8]([NH:47]C(OC(C)(C)C)=O)[NH:9][CH2:10][CH2:11][O:12][C:13]1[CH:18]=[C:17]([F:19])[C:16]([CH2:20][S:21][C:22]2[N:23]([C:39]3[CH:44]=[CH:43][C:42]([F:45])=[CH:41][CH:40]=3)[C:24]([C:27]([C:30]3[CH:35]=[CH:34][C:33]([Cl:36])=[C:32]([O:37][CH3:38])[CH:31]=3)([CH3:29])[CH3:28])=[CH:25][N:26]=2)=[C:15]([F:46])[CH:14]=1)(C)(C)C.[C:56]([OH:62])([C:58]([F:61])([F:60])[F:59])=[O:57]. (4) The reactants are: Br[C:2]1[CH:11]=[C:10]2[C:5]([N:6]=[CH:7][CH:8]=[N:9]2)=[C:4]([C:12]([NH:14][CH2:15][C:16]([O:18]CC)=[O:17])=[O:13])[C:3]=1[OH:21].[F:22][C:23]1[CH:28]=[C:27]([C:29]([F:32])([F:31])[F:30])[CH:26]=[CH:25][C:24]=1B(O)O.C(=O)([O-])[O-].[K+].[K+]. Given the product [F:22][C:23]1[CH:28]=[C:27]([C:29]([F:30])([F:31])[F:32])[CH:26]=[CH:25][C:24]=1[C:2]1[CH:11]=[C:10]2[C:5]([N:6]=[CH:7][CH:8]=[N:9]2)=[C:4]([C:12]([NH:14][CH2:15][C:16]([OH:18])=[O:17])=[O:13])[C:3]=1[OH:21], predict the reactants needed to synthesize it. (5) Given the product [CH:1]1([CH2:7][CH2:8][C:9]([CH:15]2[CH2:17][CH2:16]2)=[O:10])[CH2:6][CH2:5][CH2:4][CH2:3][CH2:2]1, predict the reactants needed to synthesize it. The reactants are: [CH:1]1([CH2:7][CH2:8][C:9](N(OC)C)=[O:10])[CH2:6][CH2:5][CH2:4][CH2:3][CH2:2]1.[CH:15]1([Mg]Br)[CH2:17][CH2:16]1. (6) Given the product [CH:1]1([CH:7]2[C:16]3[C:11](=[CH:12][CH:13]=[C:14]([O:17][CH2:26][C:27](=[O:28])[CH3:29])[CH:15]=3)[CH2:10][CH2:9][N:8]2[C:18]([O:20][C:21]([CH3:24])([CH3:23])[CH3:22])=[O:19])[CH2:2][CH2:3][CH2:4][CH2:5][CH2:6]1, predict the reactants needed to synthesize it. The reactants are: [CH:1]1([CH:7]2[C:16]3[C:11](=[CH:12][CH:13]=[C:14]([OH:17])[CH:15]=3)[CH2:10][CH2:9][N:8]2[C:18]([O:20][C:21]([CH3:24])([CH3:23])[CH3:22])=[O:19])[CH2:6][CH2:5][CH2:4][CH2:3][CH2:2]1.Cl[CH2:26][C:27]([CH3:29])=[O:28].C(=O)([O-])[O-].[K+].[K+].O. (7) Given the product [C:19]([O:23][C:24]([NH:26][CH2:27][CH2:28][N:10]1[CH2:11][CH:12]([C:13]2[CH:14]=[CH:15][CH:16]=[CH:17][CH:18]=2)[C:8]([C:5]2[CH:4]=[CH:3][C:2]([Cl:1])=[CH:7][CH:6]=2)=[N:9]1)=[O:25])([CH3:22])([CH3:21])[CH3:20], predict the reactants needed to synthesize it. The reactants are: [Cl:1][C:2]1[CH:7]=[CH:6][C:5]([C:8]2[CH:12]([C:13]3[CH:18]=[CH:17][CH:16]=[CH:15][CH:14]=3)[CH2:11][NH:10][N:9]=2)=[CH:4][CH:3]=1.[C:19]([O:23][C:24]([N:26]1[CH2:28][CH2:27]1)=[O:25])([CH3:22])([CH3:21])[CH3:20]. (8) Given the product [NH2:11][C:10]1[C:3]2[C:2](=[CH:7][CH:6]=[C:5]([O:8][CH3:9])[N:4]=2)[N:1]=[C:13]([CH3:20])[C:14]=1[C:15]([O:17][CH2:18][CH3:19])=[O:16], predict the reactants needed to synthesize it. The reactants are: [NH2:1][C:2]1[C:3]([C:10]#[N:11])=[N:4][C:5]([O:8][CH3:9])=[CH:6][CH:7]=1.O=[C:13]([CH3:20])[CH2:14][C:15]([O:17][CH2:18][CH3:19])=[O:16]. (9) Given the product [Cl:22][C:17]1[CH:16]=[C:15]([NH:14][C:5]2[C:4]3[C:9](=[CH:10][CH:11]=[C:2]([NH:1][CH2:23][C:25]4[C:26](=[O:32])[NH:27][C:28](=[O:31])[NH:29][CH:30]=4)[CH:3]=3)[N:8]=[CH:7][C:6]=2[C:12]#[N:13])[CH:20]=[CH:19][C:18]=1[F:21], predict the reactants needed to synthesize it. The reactants are: [NH2:1][C:2]1[CH:3]=[C:4]2[C:9](=[CH:10][CH:11]=1)[N:8]=[CH:7][C:6]([C:12]#[N:13])=[C:5]2[NH:14][C:15]1[CH:20]=[CH:19][C:18]([F:21])=[C:17]([Cl:22])[CH:16]=1.[CH:23]([C:25]1[C:26](=[O:32])[NH:27][C:28](=[O:31])[NH:29][CH:30]=1)=O.[BH3-]C#N.[Na+]. (10) Given the product [N:36]1([C:21]2[CH:20]=[C:19]([C:17]3[S:18][C:14]4[C:13]([C:29]5[CH:34]=[CH:33][C:32]([Cl:35])=[CH:31][CH:30]=5)=[C:12]([C@H:6]([O:5][C:1]([CH3:2])([CH3:3])[CH3:4])[C:7]([O:9][CH2:10][CH3:11])=[O:8])[C:27]([CH3:28])=[CH:26][C:15]=4[N:16]=3)[CH:24]=[CH:23][N:22]=2)[C:44]2[C:39](=[CH:40][CH:41]=[CH:42][CH:43]=2)[CH:38]=[N:37]1, predict the reactants needed to synthesize it. The reactants are: [C:1]([O:5][C@@H:6]([C:12]1[C:27]([CH3:28])=[CH:26][C:15]2[N:16]=[C:17]([C:19]3[CH:24]=[CH:23][N:22]=[C:21](Cl)[CH:20]=3)[S:18][C:14]=2[C:13]=1[C:29]1[CH:34]=[CH:33][C:32]([Cl:35])=[CH:31][CH:30]=1)[C:7]([O:9][CH2:10][CH3:11])=[O:8])([CH3:4])([CH3:3])[CH3:2].[NH:36]1[C:44]2[C:39](=[CH:40][CH:41]=[CH:42][CH:43]=2)[CH:38]=[N:37]1.C([O-])([O-])=O.[K+].[K+].C1OCCOCCOCCOCCOCCOC1.